This data is from Full USPTO retrosynthesis dataset with 1.9M reactions from patents (1976-2016). The task is: Predict the reactants needed to synthesize the given product. (1) Given the product [CH:24]1([N:15]([C:16]2[CH:21]=[CH:20][C:19]([F:22])=[C:18]([F:23])[CH:17]=2)[C:13](=[O:14])[N:12]([CH3:30])[C:10]2[S:11][C:7]([S:6][CH2:5][C:4]([OH:3])=[O:29])=[CH:8][N:9]=2)[CH2:25][CH2:28][CH2:27]1, predict the reactants needed to synthesize it. The reactants are: C([O:3][C:4](=[O:29])[CH2:5][S:6][C:7]1[S:11][C:10]([NH:12][C:13]([N:15]([CH2:24][CH:25]2[CH2:28][CH2:27]C2)[C:16]2[CH:21]=[CH:20][C:19]([F:22])=[C:18]([F:23])[CH:17]=2)=[O:14])=[N:9][CH:8]=1)C.[CH:30]1(CN(C2C=CC(S(C)(=O)=O)=CC=2)C(=O)NC2SC=C(CC(O)=O)N=2)CCCC1.C1(CNC2C=CC(F)=C(F)C=2)CCC1.C(OC(=O)CSC1SC(N)=NC=1)C. (2) Given the product [O:23]1[CH2:24][CH:25]=[C:26]([C:2]2[C:3]([O:8][C:9]3[CH:14]=[CH:13][C:12]([NH:15][C:16]4[C:21]([F:22])=[CH:20][CH:19]=[CH:18][N:17]=4)=[CH:11][CH:10]=3)=[N:4][CH:5]=[CH:6][N:7]=2)[CH2:27][CH2:28]1, predict the reactants needed to synthesize it. The reactants are: Cl[C:2]1[C:3]([O:8][C:9]2[CH:14]=[CH:13][C:12]([NH:15][C:16]3[C:21]([F:22])=[CH:20][CH:19]=[CH:18][N:17]=3)=[CH:11][CH:10]=2)=[N:4][CH:5]=[CH:6][N:7]=1.[O:23]1[CH2:28][CH:27]=[C:26](B2OC(C)(C)C(C)(C)O2)[CH2:25][CH2:24]1.C(=O)([O-])[O-].[Na+].[Na+]. (3) Given the product [CH:27]1([C:30]([N:15]2[CH2:16][CH2:17][C@@H:13]([CH2:12][NH:11][C:6]3[C:5]([N+:2]([O-:4])=[O:3])=[CH:10][CH:9]=[CH:8][N:7]=3)[CH2:14]2)=[O:31])[CH2:29][CH2:28]1, predict the reactants needed to synthesize it. The reactants are: Cl.[N+:2]([C:5]1[C:6]([NH:11][CH2:12][C@@H:13]2[CH2:17][CH2:16][NH:15][CH2:14]2)=[N:7][CH:8]=[CH:9][CH:10]=1)([O-:4])=[O:3].C(N(C(C)C)CC)(C)C.[CH:27]1([C:30](Cl)=[O:31])[CH2:29][CH2:28]1. (4) Given the product [Br:1][C:2]1[CH:3]=[CH:4][C:5]2[C:6]3[C:15]([CH3:17])([CH3:37])[N:14]([C:27]([O:26][C:23]([CH3:25])([CH3:24])[CH3:22])=[O:28])[CH2:13][CH2:12][C:7]=3[N:8]([CH3:11])[C:9]=2[CH:10]=1, predict the reactants needed to synthesize it. The reactants are: [Br:1][C:2]1[CH:10]=[C:9]2[C:5]([CH:6]=[C:7]([CH2:12][CH2:13][NH2:14])[N:8]2[CH3:11])=[CH:4][CH:3]=1.[C:15](O)([C:17](F)(F)F)=O.[CH3:22][C:23]([O:26][C:27](O[C:27]([O:26][C:23]([CH3:25])([CH3:24])[CH3:22])=[O:28])=[O:28])([CH3:25])[CH3:24].[CH3:37]CN(CC)CC. (5) The reactants are: C[O:2][C:3]1[CH:4]=[C:5]2[C:10](=[CH:11][CH:12]=1)[C:9](=[O:13])[CH2:8][CH2:7][CH2:6]2. Given the product [CH2:7]1[CH2:8][C:9](=[O:13])[C:10]2[CH:11]=[CH:12][C:3]([OH:2])=[CH:4][C:5]=2[CH2:6]1, predict the reactants needed to synthesize it. (6) The reactants are: [OH:1][C:2]1[CH:9]=[CH:8][C:7]([O:10][CH3:11])=[CH:6][C:3]=1[CH:4]=O.[NH2:12][C:13]1[CH:18]=[C:17]([Cl:19])[CH:16]=[CH:15][C:14]=1[SH:20].[C:21](OC(=O)C)(=[O:23])[CH3:22]. Given the product [C:21]([N:12]1[C:13]2[CH:18]=[C:17]([Cl:19])[CH:16]=[CH:15][C:14]=2[S:20][CH:4]1[C:3]1[CH:6]=[C:7]([O:10][CH3:11])[CH:8]=[CH:9][C:2]=1[OH:1])(=[O:23])[CH3:22], predict the reactants needed to synthesize it. (7) Given the product [Cl:1][C:2]1[C:7]2[C:8]([CH3:16])=[CH:9][N:10]([CH2:11][CH2:12][CH2:13][O:14][CH3:15])[C:6]=2[CH:5]=[C:4]([C:17](=[O:18])[CH3:23])[N:3]=1, predict the reactants needed to synthesize it. The reactants are: [Cl:1][C:2]1[C:7]2[C:8]([CH3:16])=[CH:9][N:10]([CH2:11][CH2:12][CH2:13][O:14][CH3:15])[C:6]=2[CH:5]=[C:4]([C:17](N(OC)C)=[O:18])[N:3]=1.[CH3:23][Mg]Br. (8) Given the product [CH2:35]([O:42][C:43]1[CH:57]=[CH:56][C:46]([C@@H:47]([NH:48][C:49]2[CH:50]=[CH:51][C:52]([F:55])=[CH:53][CH:54]=2)[C@@H:11]([CH2:10]/[CH:9]=[CH:8]\[C:5]2[CH:6]=[CH:7][C:2]([F:1])=[CH:3][CH:4]=2)[C:12]([N:14]2[C@@H:18]([C:19]3[CH:20]=[CH:21][CH:22]=[CH:23][CH:24]=3)[CH2:17][O:16][C:15]2=[O:25])=[O:13])=[CH:45][CH:44]=1)[C:36]1[CH:37]=[CH:38][CH:39]=[CH:40][CH:41]=1, predict the reactants needed to synthesize it. The reactants are: [F:1][C:2]1[CH:7]=[CH:6][C:5](/[CH:8]=[CH:9]\[CH2:10][CH2:11][C:12]([N:14]2[C@@H:18]([C:19]3[CH:24]=[CH:23][CH:22]=[CH:21][CH:20]=3)[CH2:17][O:16][C:15]2=[O:25])=[O:13])=[CH:4][CH:3]=1.CCN(C(C)C)C(C)C.[CH2:35]([O:42][C:43]1[CH:57]=[CH:56][C:46](/[CH:47]=[N:48]/[C:49]2[CH:54]=[CH:53][C:52]([F:55])=[CH:51][CH:50]=2)=[CH:45][CH:44]=1)[C:36]1[CH:41]=[CH:40][CH:39]=[CH:38][CH:37]=1. (9) Given the product [CH3:18][C:8]1[CH:13]=[CH:12][C:11]([S:14]([O:19][CH2:20][CH2:21][O:22][C:23]2[CH:30]=[CH:29][C:26]([CH:27]=[O:28])=[CH:25][CH:24]=2)(=[O:16])=[O:15])=[CH:10][CH:9]=1, predict the reactants needed to synthesize it. The reactants are: C(N(CC)CC)C.[C:8]1([CH3:18])[CH:13]=[CH:12][C:11]([S:14](Cl)(=[O:16])=[O:15])=[CH:10][CH:9]=1.[OH:19][CH2:20][CH2:21][O:22][C:23]1[CH:30]=[CH:29][C:26]([CH:27]=[O:28])=[CH:25][CH:24]=1.C(=O)(O)[O-].[Na+].